Dataset: HIV replication inhibition screening data with 41,000+ compounds from the AIDS Antiviral Screen. Task: Binary Classification. Given a drug SMILES string, predict its activity (active/inactive) in a high-throughput screening assay against a specified biological target. The compound is O=C(OCCN=C1c2ccccc2CCc2ccccc21)c1cc([N+](=O)[O-])cc([N+](=O)[O-])c1. The result is 0 (inactive).